From a dataset of Experimentally validated miRNA-target interactions with 360,000+ pairs, plus equal number of negative samples. Binary Classification. Given a miRNA mature sequence and a target amino acid sequence, predict their likelihood of interaction. (1) The miRNA is hsa-miR-376c-5p with sequence GGUGGAUAUUCCUUCUAUGUU. The protein sequence of the target gene is MPLFLILCLLQGSSFALPQKRPHPRWLWEGSLPSRTHLRAMGTLRPSSPLCWREESSFAAPNSLKGSRLVSGEPGGAVTIQCHYAPSSVNRHQRKYWCRLGPPRWICQTIVSTNQYTHHRYRDRVALTDFPQRGLFVVRLSQLSPDDIGCYLCGIGSENNMLFLSMNLTISAGPASTLPTATPAAGELTMRSYGTASPVANRWTPGTTQTLGQGTAWDTVASTPGTSKTTASAEGRRTPGATRPAAPGTGSWAEGSVKAPAPIPESPPSKSRSMSNTTEGVWEGTRSSVTNRARASKDRR.... Result: 1 (interaction). (2) The miRNA is mmu-miR-29c-3p with sequence UAGCACCAUUUGAAAUCGGUUA. The protein sequence of the target gene is MLGSERAVVEEWLSEFKALPDTQITSYAATLHRKKALVPALYKVIQDSNNELLEPVCHQLFELYRSSEVRLKRFTLQFLPELIWVYLRLTVSRDRQSNGCIEALLLGIYNLEIADKDGNNKVLSFTIPSLSKPSIYHEPSTIGSMALTEGALCQHDLIRVVYSDLHPQRETFTAQNRFEVLSFLMLCYNSAIVYMPASSYQSLCRMGSRVCVSGFPRQHEKQWKELCGRIVLDPEFMVQLLTGVYYAMYNGQWDLGQEVLDDIIYRAQLELFSQPLLVANAMKNSLPFDAPDSSQEGQKV.... Result: 1 (interaction). (3) The miRNA is hsa-miR-455-3p with sequence GCAGUCCAUGGGCAUAUACAC. The protein sequence of the target gene is MPNIKIFSGSSHQDLSQKIADRLGLELGKVVTKKFSNQETCVEIDESVRGEDVYIVQSGCGEINDSLMELLIMINACKIASASRVTAVIPCFPYARQDKKDKSRSPISAKLVANMLSIAGADHIITMDLHASQIQGFFDIPVDNLYAEPTVLKWIRENIPEWKNCIIVSPDAGGAKRVTSIADQLNVDFALIHKERKKANEVDCIVLVGDVNDRVAILVDDMADTCVTICLAADKLLSAGATRVYAILTHGIFSGPAISRINTACFEAVVVTNTIPQDEKMKHCSKIRVIDISMILAEAI.... Result: 1 (interaction). (4) The miRNA is hsa-miR-454-3p with sequence UAGUGCAAUAUUGCUUAUAGGGU. The protein sequence of the target gene is MLFPLQVAAVTSSVRDDPLEHCVSPRTRARSPEICKMADNLDEFIEEQKARLAEDKAELESDPPYMEMKGKLSAKLSENSKILISMAKENIPPNSQQTRGSLGIDYGLSLPLGEDYERKKHKLKEELRQDYRRYLTQGITQGKRKKNFLSTSETDPSTLGVSLPIGERLSAKERLKLERNKEYNQFLRGKEESSEKFRQVEKSTEPKSQRNKKPIGQVKPDLTSQIQTSCENSEGPRKDVLTPSEAYEELLNQRRLEEDRYRQLDDEIELRNRRIIKKANEEVGISNLKHQRFASKAGIP.... Result: 1 (interaction). (5) The miRNA is mmu-miR-96-5p with sequence UUUGGCACUAGCACAUUUUUGCU. The protein sequence of the target gene is MATHHTLWMGLALLGVLGDLQAAPEAQVSVQPNFQQDKFLGRWFSAGLASNSSWLREKKAALSMCKSVVAPATDGGLNLTSTFLRKNQCETRTMLLQPAGSLGSYSYRSPHWGSTYSVSVVETDYDQYALLYSQGSKGPGEDFRMATLYSRTQTPRAELKEKFTAFCKAQGFTEDTIVFLPQTDKCMTEQ. Result: 0 (no interaction).